From a dataset of HIV replication inhibition screening data with 41,000+ compounds from the AIDS Antiviral Screen. Binary Classification. Given a drug SMILES string, predict its activity (active/inactive) in a high-throughput screening assay against a specified biological target. (1) The drug is CC(C=CC=CC=CC=CC=CC(=O)C1=C(O)C(CCC(=O)O)N(C)C1=O)=CC(C)C(OC1CC(O)C(O)C(C)O1)C(C)C.[NaH]. The result is 0 (inactive). (2) The result is 0 (inactive). The drug is COc1ccc(C2OCC3OC(n4cc(C)c(=O)[nH]c4=O)CC3N2OC(C)=O)cc1. (3) The molecule is C=C1CC2C(=O)N(c3ccccc3)C(=O)C2CC1n1[nH]c(=O)n(Cc2ccccc2)c1=O. The result is 0 (inactive). (4) The molecule is COC(=O)C(Cc1nc2ccc(Cl)cc2nc1O)C(=O)C(=O)Nc1cc(C)ccc1C. The result is 0 (inactive).